This data is from Full USPTO retrosynthesis dataset with 1.9M reactions from patents (1976-2016). The task is: Predict the reactants needed to synthesize the given product. (1) The reactants are: [OH-].[Li+].[CH2:3]([S:10][C:11]1[N:16]=[C:15]([NH:17][S:18]([C:21]2[O:25][C:24]([C:26]([O:28]C)=[O:27])=[CH:23][CH:22]=2)(=[O:20])=[O:19])[CH:14]=[C:13]([NH:30][C@H:31]([CH3:41])[CH2:32][O:33][Si:34]([C:37]([CH3:40])([CH3:39])[CH3:38])([CH3:36])[CH3:35])[N:12]=1)[C:4]1[CH:9]=[CH:8][CH:7]=[CH:6][CH:5]=1. Given the product [CH2:3]([S:10][C:11]1[N:16]=[C:15]([NH:17][S:18]([C:21]2[O:25][C:24]([C:26]([OH:28])=[O:27])=[CH:23][CH:22]=2)(=[O:19])=[O:20])[CH:14]=[C:13]([NH:30][C@H:31]([CH3:41])[CH2:32][O:33][Si:34]([C:37]([CH3:40])([CH3:39])[CH3:38])([CH3:35])[CH3:36])[N:12]=1)[C:4]1[CH:9]=[CH:8][CH:7]=[CH:6][CH:5]=1, predict the reactants needed to synthesize it. (2) Given the product [C:1]12([NH:11][C:12]([C:14]3[N:15]=[C:16]([CH:23]4[CH2:27][CH2:26][CH2:25][NH:24]4)[N:17]4[CH:22]=[CH:21][CH:20]=[CH:19][C:18]=34)=[O:13])[CH2:10][CH:5]3[CH2:6][CH:7]([CH2:9][CH:3]([CH2:4]3)[CH2:2]1)[CH2:8]2, predict the reactants needed to synthesize it. The reactants are: [C:1]12([NH:11][C:12]([C:14]3[N:15]=[C:16]([CH:23]4[CH2:27][CH2:26][CH2:25][N:24]4C(OCC4C=CC=CC=4)=O)[N:17]4[CH:22]=[CH:21][CH:20]=[CH:19][C:18]=34)=[O:13])[CH2:10][CH:5]3[CH2:6][CH:7]([CH2:9][CH:3]([CH2:4]3)[CH2:2]1)[CH2:8]2.I[Si](C)(C)C.Cl.CCOCC. (3) The reactants are: F[C:2]1[CH:9]=[C:8]([N:10]2[C:22]3[CH:21]=[CH:20][CH:19]=[C:18]([C:23]4[NH:27][C:26]5[CH:28]=[C:29]([F:32])[CH:30]=[CH:31][C:25]=5[N:24]=4)[C:17]=3[C:16]3[C:11]2=[CH:12][CH:13]=[CH:14][CH:15]=3)[CH:7]=[CH:6][C:3]=1[C:4]#[N:5].C(=O)([O-])[O-:34].[K+].[K+].[NH2:39][CH2:40][CH2:41][CH:42]([OH:44])[CH3:43].[OH-].[Na+].OO. Given the product [F:32][C:29]1[CH:30]=[CH:31][C:25]2[N:24]=[C:23]([C:18]3[C:17]4[C:16]5[C:11](=[CH:12][CH:13]=[CH:14][CH:15]=5)[N:10]([C:8]5[CH:7]=[CH:6][C:3]([C:4]([NH2:5])=[O:34])=[C:2]([NH:39][CH2:40][CH2:41][CH:42]([OH:44])[CH3:43])[CH:9]=5)[C:22]=4[CH:21]=[CH:20][CH:19]=3)[NH:27][C:26]=2[CH:28]=1, predict the reactants needed to synthesize it. (4) Given the product [F:13][C:11]([C:7]1[CH:6]=[C:5]([CH2:4][OH:3])[CH:10]=[CH:9][CH:8]=1)([F:14])[CH3:12], predict the reactants needed to synthesize it. The reactants are: C([O:3][C:4](=O)[C:5]1[CH:10]=[CH:9][CH:8]=[C:7]([C:11]([F:14])([F:13])[CH3:12])[CH:6]=1)C.[H-].[Al+3].[Li+].[H-].[H-].[H-].S(=O)(=O)(O)O. (5) Given the product [CH3:19][S:16]([C:13]1[CH:14]=[CH:15][C:10]([C:9](=[O:22])[C:8]([C:5]2[CH:4]=[CH:3][C:2]([F:1])=[CH:7][CH:6]=2)=[O:20])=[CH:11][CH:12]=1)(=[O:17])=[O:18], predict the reactants needed to synthesize it. The reactants are: [F:1][C:2]1[CH:7]=[CH:6][C:5]([C:8](=[O:20])[CH2:9][C:10]2[CH:15]=[CH:14][C:13]([S:16]([CH3:19])(=[O:18])=[O:17])=[CH:12][CH:11]=2)=[CH:4][CH:3]=1.[Se](O)(O)=[O:22].O1CCOCC1.